From a dataset of Forward reaction prediction with 1.9M reactions from USPTO patents (1976-2016). Predict the product of the given reaction. (1) Given the reactants [CH:1](=O)[C:2]1[CH:7]=[CH:6][CH:5]=[C:4]([O:8][CH3:9])[CH:3]=1.[CH3:11][O:12][CH2:13][CH2:14][NH2:15].[C:16]1(=[O:27])[O:22][C:20](=O)[C:19]2=[CH:23][CH:24]=[CH:25][CH:26]=[C:18]2[CH2:17]1.[CH3:28][O:29][C:30]1[CH:35]=[CH:34][CH:33]=[C:32]([NH2:36])[CH:31]=1, predict the reaction product. The product is: [CH3:11][O:12][CH2:13][CH2:14][N:15]1[CH:1]([C:2]2[CH:7]=[CH:6][CH:5]=[C:4]([O:8][CH3:9])[CH:3]=2)[CH:17]([C:16]([NH:36][C:32]2[CH:33]=[CH:34][CH:35]=[C:30]([O:29][CH3:28])[CH:31]=2)=[O:27])[C:18]2[C:19](=[CH:23][CH:24]=[CH:25][CH:26]=2)[C:20]1=[O:22]. (2) Given the reactants CON(C)[C:4]([C:6]1[CH:11]=[CH:10][CH:9]=[CH:8][N:7]=1)=[O:5].Br[C:14]1[CH:19]=[CH:18][C:17]([O:20][CH3:21])=[CH:16][CH:15]=1, predict the reaction product. The product is: [CH3:21][O:20][C:17]1[CH:18]=[CH:19][C:14]([C:4]([C:6]2[CH:11]=[CH:10][CH:9]=[CH:8][N:7]=2)=[O:5])=[CH:15][CH:16]=1. (3) Given the reactants [Cl:1][C:2]1[N:3]=[C:4]([O:20][CH:21]2[CH2:26][CH2:25][O:24][CH2:23][CH2:22]2)[C:5]2[C:10](I)=[CH:9][N:8]([CH2:12][O:13][CH2:14][CH2:15][Si:16]([CH3:19])([CH3:18])[CH3:17])[C:6]=2[N:7]=1.[CH3:27][O:28][C:29]1[CH:34]=[C:33](B(O)O)[CH:32]=[CH:31][N:30]=1.O.O.O.P([O-])([O-])([O-])=O.[K+].[K+].[K+].O1CCOCC1, predict the reaction product. The product is: [Cl:1][C:2]1[N:3]=[C:4]([O:20][CH:21]2[CH2:26][CH2:25][O:24][CH2:23][CH2:22]2)[C:5]2[C:10]([C:33]3[CH:32]=[CH:31][N:30]=[C:29]([O:28][CH3:27])[CH:34]=3)=[CH:9][N:8]([CH2:12][O:13][CH2:14][CH2:15][Si:16]([CH3:19])([CH3:18])[CH3:17])[C:6]=2[N:7]=1. (4) The product is: [CH3:33][O:32][C:25]1[CH:26]=[C:27]([O:30][CH3:31])[CH:28]=[CH:29][C:24]=1[CH2:23][N:13]1[C:14](=[O:22])[C:15]([C:18]([OH:20])=[O:19])=[C:16]([OH:17])[C:11]2[CH2:10][CH2:9][CH2:8][CH2:7][C:6]3[CH:34]=[C:2]([N:35]4[CH2:39][CH2:38][CH2:37][CH2:36]4)[CH:3]=[CH:4][C:5]=3[C:12]1=2. Given the reactants Cl[C:2]1[CH:3]=[CH:4][C:5]2[C:12]3[N:13]([CH2:23][C:24]4[CH:29]=[CH:28][C:27]([O:30][CH3:31])=[CH:26][C:25]=4[O:32][CH3:33])[C:14](=[O:22])[C:15]([C:18]([O:20]C)=[O:19])=[C:16]([OH:17])[C:11]=3[CH2:10][CH2:9][CH2:8][CH2:7][C:6]=2[CH:34]=1.[NH:35]1[CH2:39][CH2:38][CH2:37][CH2:36]1.C(O[Na])(C)(C)C, predict the reaction product. (5) Given the reactants [C:1]([O:3][CH2:4][CH3:5])#[CH:2].B.O1CCCC1.I[C:13]1[CH:18]=[CH:17][C:16]([C:19]([F:22])([F:21])[F:20])=[CH:15][CH:14]=1.[OH-].[Na+], predict the reaction product. The product is: [CH2:1]([O:3][CH:4]=[CH:5][C:13]1[CH:18]=[CH:17][C:16]([C:19]([F:22])([F:21])[F:20])=[CH:15][CH:14]=1)[CH3:2].